Task: Predict which catalyst facilitates the given reaction.. Dataset: Catalyst prediction with 721,799 reactions and 888 catalyst types from USPTO (1) Reactant: [CH3:1][O:2][C:3](=[O:28])[CH2:4][NH:5][CH:6]1[CH2:11][CH2:10][N:9]([CH2:12][C:13]2[CH:18]=[CH:17][CH:16]=[C:15]([O:19][C:20]3[CH:25]=[CH:24][CH:23]=[CH:22][C:21]=3[O:26][CH3:27])[CH:14]=2)[CH2:8][CH2:7]1.[C:29]1([CH:35]([CH2:39][CH3:40])[C:36](Cl)=[O:37])[CH:34]=[CH:33][CH:32]=[CH:31][CH:30]=1.C(N(CC)CC)C.CCOC(C)=O. Product: [CH3:1][O:2][C:3](=[O:28])[CH2:4][N:5]([CH:6]1[CH2:7][CH2:8][N:9]([CH2:12][C:13]2[CH:18]=[CH:17][CH:16]=[C:15]([O:19][C:20]3[CH:25]=[CH:24][CH:23]=[CH:22][C:21]=3[O:26][CH3:27])[CH:14]=2)[CH2:10][CH2:11]1)[C:36](=[O:37])[CH:35]([C:29]1[CH:34]=[CH:33][CH:32]=[CH:31][CH:30]=1)[CH2:39][CH3:40]. The catalyst class is: 4. (2) Reactant: [C:1]1(=[O:9])[O:6][CH:4]([F:5])[C:3]([F:8])([F:7])[O:2]1.[Si](F)(F)(F)[F:11]. Product: [C:1]1(=[O:9])[O:6][C:4]([F:11])([F:5])[C:3]([F:8])([F:7])[O:2]1. The catalyst class is: 6. (3) Reactant: [Cl:1][C:2]1[CH:7]=[CH:6][C:5]([N+:8]([O-:10])=[O:9])=[C:4](F)[CH:3]=1.[CH3:12][O:13][C:14]1[CH:15]=[C:16]2[C:20](=[CH:21][CH:22]=1)[NH:19][CH:18]=[CH:17]2.C(=O)([O-])[O-].[K+].[K+]. Product: [Cl:1][C:2]1[CH:7]=[CH:6][C:5]([N+:8]([O-:10])=[O:9])=[C:4]([N:19]2[C:20]3[C:16](=[CH:15][C:14]([O:13][CH3:12])=[CH:22][CH:21]=3)[CH:17]=[CH:18]2)[CH:3]=1. The catalyst class is: 37. (4) Reactant: [SH:1][C:2]1[N:6]([C:7]2[CH:12]=[CH:11][CH:10]=[CH:9][CH:8]=2)[N:5]=[N:4][N:3]=1.C1(P(C2C=CC=CC=2)C2C=CC=CC=2)C=CC=CC=1.N(C(OC(C)C)=O)=NC(OC(C)C)=O.[CH3:46][O:47][C:48](=[O:55])/[CH:49]=[C:50](\[CH3:54])/[CH2:51][CH2:52]O. Product: [CH3:46][O:47][C:48](=[O:55])/[CH:49]=[C:50](\[CH3:54])/[CH2:51][CH2:52][S:1][C:2]1[N:6]([C:7]2[CH:12]=[CH:11][CH:10]=[CH:9][CH:8]=2)[N:5]=[N:4][N:3]=1. The catalyst class is: 476. (5) Reactant: Cl[C:2]1[CH:12]=[C:11]([C:13]([O:15][CH2:16][CH3:17])=[O:14])[CH:10]=[CH:9][C:3]=1[C:4]([O:6][CH2:7][CH3:8])=[O:5].[C:18]1(B(O)O)[CH:23]=[CH:22][CH:21]=[CH:20][CH:19]=1.C(P(C(C)(C)C)C(C)(C)C)(C)(C)C.[C:40]1([CH3:46])[CH:45]=[CH:44][CH:43]=[CH:42][CH:41]=1. Product: [CH3:46][C:40]1[CH:45]=[CH:44][CH:43]=[CH:42][C:41]=1[C:2]1[CH:12]=[C:11]([C:13]([O:15][CH2:16][CH3:17])=[O:14])[C:10]([C:18]2[CH:23]=[CH:22][CH:21]=[CH:20][CH:19]=2)=[CH:9][C:3]=1[C:4]([O:6][CH2:7][CH3:8])=[O:5]. The catalyst class is: 231. (6) Reactant: [F:1][C:2]1[CH:7]=[CH:6][C:5]([S:8]([C:11]2[CH:12]=[CH:13][C:14]([CH:27]([CH3:29])[CH3:28])=[C:15]([S:17]([NH:20][CH:21]3[CH2:26][CH2:25][NH:24][CH2:23][CH2:22]3)(=[O:19])=[O:18])[CH:16]=2)(=[O:10])=[O:9])=[CH:4][CH:3]=1.C(N(CC)CC)C.[C:37]1([N:47]=[C:48]=[S:49])[C:46]2[C:41](=[CH:42][CH:43]=[CH:44][CH:45]=2)[CH:40]=[CH:39][CH:38]=1. Product: [F:1][C:2]1[CH:7]=[CH:6][C:5]([S:8]([C:11]2[CH:12]=[CH:13][C:14]([CH:27]([CH3:29])[CH3:28])=[C:15]([S:17]([NH:20][CH:21]3[CH2:22][CH2:23][N:24]([C:48](=[S:49])[NH:47][C:37]4[C:46]5[C:41](=[CH:42][CH:43]=[CH:44][CH:45]=5)[CH:40]=[CH:39][CH:38]=4)[CH2:25][CH2:26]3)(=[O:18])=[O:19])[CH:16]=2)(=[O:9])=[O:10])=[CH:4][CH:3]=1. The catalyst class is: 4. (7) Reactant: [Br:1][C:2]1[CH:3]=[C:4]2[C:9](=[CH:10][CH:11]=1)[N:8]([C:12]([CH:14]1[CH2:16][CH2:15]1)=[O:13])[C@@H:7]([CH3:17])[CH2:6][NH:5]2.ClC(Cl)C.N1C=CC=CC=1.Cl[C:29]([O:31][CH:32]([CH3:34])[CH3:33])=[O:30]. Product: [Br:1][C:2]1[CH:3]=[C:4]2[C:9]([N:8]([C:12]([CH:14]3[CH2:15][CH2:16]3)=[O:13])[C@@H:7]([CH3:17])[CH2:6][N:5]2[C:29]([O:31][CH:32]([CH3:34])[CH3:33])=[O:30])=[CH:10][CH:11]=1. The catalyst class is: 4.